Dataset: Peptide-MHC class I binding affinity with 185,985 pairs from IEDB/IMGT. Task: Regression. Given a peptide amino acid sequence and an MHC pseudo amino acid sequence, predict their binding affinity value. This is MHC class I binding data. (1) The peptide sequence is RMYNPTNILDV. The MHC is HLA-B27:05 with pseudo-sequence HLA-B27:05. The binding affinity (normalized) is 0.358. (2) The peptide sequence is LTYSQLMTLK. The binding affinity (normalized) is 0.774. The MHC is HLA-A11:01 with pseudo-sequence HLA-A11:01. (3) The peptide sequence is NMDKVSAQNI. The MHC is HLA-A02:06 with pseudo-sequence HLA-A02:06. The binding affinity (normalized) is 0. (4) The peptide sequence is KLFAAETLK. The MHC is HLA-B15:01 with pseudo-sequence HLA-B15:01. The binding affinity (normalized) is 0.0790. (5) The peptide sequence is HPTARRPFGV. The MHC is Patr-B1301 with pseudo-sequence Patr-B1301. The binding affinity (normalized) is 0.402. (6) The binding affinity (normalized) is 0.0847. The MHC is HLA-A02:06 with pseudo-sequence HLA-A02:06. The peptide sequence is ANRLTTLQR. (7) The peptide sequence is ESWIVDRQW. The MHC is HLA-B15:17 with pseudo-sequence HLA-B15:17. The binding affinity (normalized) is 0.547.